Dataset: Forward reaction prediction with 1.9M reactions from USPTO patents (1976-2016). Task: Predict the product of the given reaction. Given the reactants [Cl:1][C:2]1[CH:3]=[C:4]([NH:8][C:9]2[C:18]3[C:13](=[CH:14][N:15]=[CH:16][CH:17]=3)[C:12]3=[CH:19][CH:20]=[CH:21][C:22]([C:23]([O-:25])=[O:24])=[C:11]3[N:10]=2)[CH:5]=[CH:6][CH:7]=1.[OH-].[Na+].O.Cl, predict the reaction product. The product is: [Cl:1][C:2]1[CH:3]=[C:4]([NH:8][C:9]2[C:18]3[C:13](=[CH:14][N:15]=[CH:16][CH:17]=3)[C:12]3=[CH:19][CH:20]=[CH:21][C:22]([C:23]([OH:25])=[O:24])=[C:11]3[N:10]=2)[CH:5]=[CH:6][CH:7]=1.